From a dataset of Full USPTO retrosynthesis dataset with 1.9M reactions from patents (1976-2016). Predict the reactants needed to synthesize the given product. (1) Given the product [NH2:34][C:35]1[O:31][C:30]([C@@H:25]2[CH2:24][CH2:23][C@@H:22]3[CH2:29][N:26]2[C:27](=[O:28])[N:21]3[O:20][CH2:13][C:14]2[CH:19]=[CH:18][CH:17]=[CH:16][CH:15]=2)=[N:32][N:33]=1, predict the reactants needed to synthesize it. The reactants are: C([O-])(O)=O.[Na+].OC(C(F)(F)F)=O.[CH2:13]([O:20][N:21]1[C:27](=[O:28])[N:26]2[CH2:29][C@H:22]1[CH2:23][CH2:24][C@H:25]2[C:30]([NH:32][NH2:33])=[O:31])[C:14]1[CH:19]=[CH:18][CH:17]=[CH:16][CH:15]=1.[N:34]#[C:35]Br. (2) Given the product [F:18][C:15]([F:16])([F:17])[C:13]1[N:14]=[C:10]([C:5]2[CH:6]=[CH:7][CH:8]=[CH:9][C:4]=2[NH2:1])[NH:11][CH:12]=1, predict the reactants needed to synthesize it. The reactants are: [N+:1]([C:4]1[CH:9]=[CH:8][CH:7]=[CH:6][C:5]=1[C:10]1[NH:11][CH:12]=[C:13]([C:15]([F:18])([F:17])[F:16])[N:14]=1)([O-])=O. (3) Given the product [NH2:28][C:29]1[N:37]=[C:36]([Cl:38])[N:35]=[C:34]2[C:30]=1[N:31]=[CH:32][N:33]2[C@H:39]1[C@H:43]([OH:44])[C@H:42]([OH:46])[C@@H:41]([CH2:49][S:50][C@@H:51]2[CH2:55][CH2:54][NH:53][CH2:52]2)[O:40]1, predict the reactants needed to synthesize it. The reactants are: NC(CCSC[C@@H]1[C@@H](O)[C@@H](O)[C@H](N2C=NC3C2=NC(I)=NC=3N)O1)C(O)=O.[NH2:28][C:29]1[N:37]=[C:36]([Cl:38])[N:35]=[C:34]2[C:30]=1[N:31]=[CH:32][N:33]2[C@H:39]1[C@@H:43]2[O:44]C(C)(C)[O:46][C@@H:42]2[C@@H:41]([CH2:49][S:50][C@@H:51]2[CH2:55][CH2:54][N:53](C(OC(C)(C)C)=O)[CH2:52]2)[O:40]1. (4) Given the product [N:4]1[CH:5]=[CH:6][CH:7]=[CH:8][C:3]=1[CH2:2][N:17]1[C:25]2[C:20](=[CH:21][CH:22]=[CH:23][CH:24]=2)[C:19]2([C:36]3[C:32]4=[N:33][O:34][N:35]=[C:31]4[CH:30]=[CH:29][C:28]=3[O:27][CH2:26]2)[C:18]1=[O:37], predict the reactants needed to synthesize it. The reactants are: Br[CH2:2][C:3]1[CH:8]=[CH:7][CH:6]=[CH:5][N:4]=1.BrCC1CCCCO1.[NH:17]1[C:25]2[C:20](=[CH:21][CH:22]=[CH:23][CH:24]=2)[C:19]2([C:36]3[C:32]4=[N:33][O:34][N:35]=[C:31]4[CH:30]=[CH:29][C:28]=3[O:27][CH2:26]2)[C:18]1=[O:37]. (5) Given the product [F:28][C:26]1[CH:25]=[CH:24][C:23]([O:29][CH3:30])=[C:22]([C:20]2[CH:19]=[C:4]3[C:3]([C@:2]4([CH3:1])[C:8]([CH3:10])([CH3:9])[C@H:5]3[CH2:6][CH2:7]4)=[N:33][N:32]=2)[CH:27]=1, predict the reactants needed to synthesize it. The reactants are: [CH3:1][C@@:2]12[C:8]([CH3:10])([CH3:9])[C@@H:5]([CH2:6][CH2:7]1)[C:4](=O)[C:3]2=O.COP([CH2:19][C:20]([C:22]1[CH:27]=[C:26]([F:28])[CH:25]=[CH:24][C:23]=1[O:29][CH3:30])=O)(=O)OC.O.[NH2:32][NH2:33]. (6) Given the product [Si:1]([O:8][C:9]1[C:18]2[C:13](=[CH:14][CH:15]=[CH:16][CH:17]=2)[C:12]([CH2:19][CH2:20][CH2:21][CH2:22][NH:23][C:24](=[O:33])[O:25][CH2:26][C:27]2[CH:32]=[CH:31][CH:30]=[CH:29][CH:28]=2)=[CH:11][CH:10]=1)([C:4]([CH3:7])([CH3:6])[CH3:5])([CH3:3])[CH3:2], predict the reactants needed to synthesize it. The reactants are: [Si:1]([O:8][C:9]1[C:18]2[C:13](=[CH:14][CH:15]=[CH:16][CH:17]=2)[C:12]([C:19]#[C:20][CH2:21][CH2:22][NH:23][C:24](=[O:33])[O:25][CH2:26][C:27]2[CH:32]=[CH:31][CH:30]=[CH:29][CH:28]=2)=[CH:11][CH:10]=1)([C:4]([CH3:7])([CH3:6])[CH3:5])([CH3:3])[CH3:2].ClC(OCC1C=CC=CC=1)=O. (7) Given the product [C:2]1([P:8]([CH2:17][C:18]([CH2:21][P:8]([C:10]2[CH:11]=[CH:12][CH:13]=[CH:14][CH:15]=2)[C:2]2[CH:7]=[CH:6][CH:5]=[CH:4][CH:3]=2)([CH2:19][P:8]([C:2]2[CH:3]=[CH:4][CH:5]=[CH:6][CH:7]=2)[C:10]2[CH:11]=[CH:12][CH:13]=[CH:14][CH:15]=2)[CH2:23][CH3:24])[C:10]2[CH:15]=[CH:14][CH:13]=[CH:12][CH:11]=2)[CH:7]=[CH:6][CH:5]=[CH:4][CH:3]=1, predict the reactants needed to synthesize it. The reactants are: [Na].[C:2]1([P:8]([C:10]2[CH:15]=[CH:14][CH:13]=[CH:12][CH:11]=2)Cl)[CH:7]=[CH:6][CH:5]=[CH:4][CH:3]=1.Cl[CH2:17][C:18]([CH2:23][CH3:24])([CH2:21]Cl)[CH2:19]Cl.[OH-].[Na+]. (8) Given the product [CH3:36][C:33]([O:32][C:30]([N:27]1[CH2:28][CH2:29][N:24]([CH2:23][C:19]2[CH:18]=[C:17]([C:13]3[CH:14]=[CH:15][CH:16]=[C:11]([CH2:10][NH:9][C:5](=[O:6])[CH2:4][CH2:3][CH2:2][C:1]([OH:7])=[O:8])[CH:12]=3)[CH:22]=[CH:21][CH:20]=2)[CH2:25][C@@H:26]1[CH3:37])=[O:31])([CH3:34])[CH3:35], predict the reactants needed to synthesize it. The reactants are: [C:1]1(=[O:8])[O:7][C:5](=[O:6])[CH2:4][CH2:3][CH2:2]1.[NH2:9][CH2:10][C:11]1[CH:12]=[C:13]([C:17]2[CH:22]=[CH:21][CH:20]=[C:19]([CH2:23][N:24]3[CH2:29][CH2:28][N:27]([C:30]([O:32][C:33]([CH3:36])([CH3:35])[CH3:34])=[O:31])[C@@H:26]([CH3:37])[CH2:25]3)[CH:18]=2)[CH:14]=[CH:15][CH:16]=1.